Dataset: Peptide-MHC class I binding affinity with 185,985 pairs from IEDB/IMGT. Task: Regression. Given a peptide amino acid sequence and an MHC pseudo amino acid sequence, predict their binding affinity value. This is MHC class I binding data. The peptide sequence is RPDYSHINF. The MHC is H-2-Ld with pseudo-sequence H-2-Ld. The binding affinity (normalized) is 0.527.